Dataset: NCI-60 drug combinations with 297,098 pairs across 59 cell lines. Task: Regression. Given two drug SMILES strings and cell line genomic features, predict the synergy score measuring deviation from expected non-interaction effect. (1) Drug 2: CC(C)NC(=O)C1=CC=C(C=C1)CNNC.Cl. Cell line: UACC62. Synergy scores: CSS=8.76, Synergy_ZIP=-4.97, Synergy_Bliss=-1.69, Synergy_Loewe=-2.73, Synergy_HSA=-1.58. Drug 1: CC1=C(C(CCC1)(C)C)C=CC(=CC=CC(=CC(=O)O)C)C. (2) Drug 1: CC1C(C(CC(O1)OC2CC(CC3=C2C(=C4C(=C3O)C(=O)C5=C(C4=O)C(=CC=C5)OC)O)(C(=O)CO)O)N)O.Cl. Drug 2: C1CCC(C(C1)N)N.C(=O)(C(=O)[O-])[O-].[Pt+4]. Cell line: A498. Synergy scores: CSS=30.8, Synergy_ZIP=2.28, Synergy_Bliss=3.16, Synergy_Loewe=4.02, Synergy_HSA=5.34. (3) Drug 1: C1C(C(OC1N2C=NC3=C(N=C(N=C32)Cl)N)CO)O. Drug 2: C1=NNC2=C1C(=O)NC=N2. Cell line: OVCAR-5. Synergy scores: CSS=33.6, Synergy_ZIP=-10.5, Synergy_Bliss=-1.81, Synergy_Loewe=-12.9, Synergy_HSA=-0.714. (4) Drug 1: C1=C(C(=O)NC(=O)N1)N(CCCl)CCCl. Drug 2: CCC1(CC2CC(C3=C(CCN(C2)C1)C4=CC=CC=C4N3)(C5=C(C=C6C(=C5)C78CCN9C7C(C=CC9)(C(C(C8N6C)(C(=O)OC)O)OC(=O)C)CC)OC)C(=O)OC)O.OS(=O)(=O)O. Cell line: UACC-257. Synergy scores: CSS=23.2, Synergy_ZIP=-7.23, Synergy_Bliss=-5.13, Synergy_Loewe=-26.4, Synergy_HSA=-4.39. (5) Drug 1: CC1C(C(=O)NC(C(=O)N2CCCC2C(=O)N(CC(=O)N(C(C(=O)O1)C(C)C)C)C)C(C)C)NC(=O)C3=C4C(=C(C=C3)C)OC5=C(C(=O)C(=C(C5=N4)C(=O)NC6C(OC(=O)C(N(C(=O)CN(C(=O)C7CCCN7C(=O)C(NC6=O)C(C)C)C)C)C(C)C)C)N)C. Drug 2: CC1C(C(CC(O1)OC2CC(OC(C2O)C)OC3=CC4=CC5=C(C(=O)C(C(C5)C(C(=O)C(C(C)O)O)OC)OC6CC(C(C(O6)C)O)OC7CC(C(C(O7)C)O)OC8CC(C(C(O8)C)O)(C)O)C(=C4C(=C3C)O)O)O)O. Cell line: LOX IMVI. Synergy scores: CSS=70.3, Synergy_ZIP=3.72, Synergy_Bliss=2.13, Synergy_Loewe=-9.45, Synergy_HSA=-2.63. (6) Drug 1: C1=C(C(=O)NC(=O)N1)F. Drug 2: C1CN(P(=O)(OC1)NCCCl)CCCl. Cell line: OVCAR-8. Synergy scores: CSS=41.8, Synergy_ZIP=3.97, Synergy_Bliss=2.71, Synergy_Loewe=-8.77, Synergy_HSA=2.81.